Dataset: Reaction yield outcomes from USPTO patents with 853,638 reactions. Task: Predict the reaction yield, written as a fraction of the theoretical maximum amount of product (1.0 means a 100% yield; for example, 0.34 means a 34% yield). (1) The reactants are [Cl:1][C:2]1[CH:7]=[CH:6][C:5]([C@@H:8]([C:16]2[CH:17]=[N:18][N:19]([CH3:21])[CH:20]=2)[NH:9][S@@](C(C)(C)C)=O)=[CH:4][C:3]=1[F:22].Cl.CO. No catalyst specified. The product is [ClH:1].[Cl:1][C:2]1[CH:7]=[CH:6][C:5]([C@@H:8]([C:16]2[CH:17]=[N:18][N:19]([CH3:21])[CH:20]=2)[NH2:9])=[CH:4][C:3]=1[F:22]. The yield is 0.350. (2) The reactants are Br[C:2]1[N:3]=[C:4]([C:30]([CH3:33])([CH3:32])[CH3:31])[N:5]([CH2:22][O:23][CH2:24][CH2:25][Si:26]([CH3:29])([CH3:28])[CH3:27])[C:6]=1[C:7]1[CH:12]=[CH:11][N:10]=[C:9]([NH:13][C:14]2[CH:19]=[CH:18][N:17]=[C:16]([O:20][CH3:21])[CH:15]=2)[N:8]=1.[CH3:34][O:35][C:36]1[C:37]([NH2:51])=[N:38][CH:39]=[C:40](B2OC(C)(C)C(C)(C)O2)N=1.[C:52]([O-])([O-])=O.[Na+].[Na+]. The catalyst is COCCOC.C1C=CC([P]([Pd]([P](C2C=CC=CC=2)(C2C=CC=CC=2)C2C=CC=CC=2)([P](C2C=CC=CC=2)(C2C=CC=CC=2)C2C=CC=CC=2)[P](C2C=CC=CC=2)(C2C=CC=CC=2)C2C=CC=CC=2)(C2C=CC=CC=2)C2C=CC=CC=2)=CC=1. The product is [NH2:51][C:37]1[N:38]=[CH:39][C:40]([C:2]2[N:3]=[C:4]([C:30]([CH3:33])([CH3:32])[CH3:31])[N:5]([CH2:22][O:23][CH2:24][CH2:25][Si:26]([CH3:29])([CH3:28])[CH3:27])[C:6]=2[C:7]2[CH:12]=[CH:11][N:10]=[C:9]([NH:13][C:14]3[CH:19]=[CH:18][N:17]=[C:16]([O:20][CH3:21])[CH:15]=3)[N:8]=2)=[CH:52][C:36]=1[O:35][CH3:34]. The yield is 0.690. (3) The product is [Br:1][C:13]1[CH:14]=[C:9]([CH2:8][Br:7])[CH:10]=[CH:11][C:12]=1[O:15][CH3:16]. The reactants are [Br-:1].[K+].[N+]([O-])(O)=O.[Br:7][CH2:8][C:9]1[CH:14]=[CH:13][C:12]([O:15][CH3:16])=[CH:11][CH:10]=1. The yield is 0.260. The catalyst is [Cl-].C([N+](CCCC)(CCCC)CCCC)CCC.ClC(Cl)C. (4) The reactants are Cl.[Si:2]([O:19][CH2:20][CH2:21]/[CH:22]=[CH:23]/[C@@H:24]([NH2:29])[CH2:25][CH:26]([CH3:28])[CH3:27])([C:15]([CH3:18])([CH3:17])[CH3:16])([C:9]1[CH:14]=[CH:13][CH:12]=[CH:11][CH:10]=1)[C:3]1[CH:8]=[CH:7][CH:6]=[CH:5][CH:4]=1.CCN(CC)CC.Cl[C:38]([O:40][CH2:41][C:42]1[CH:47]=[CH:46][CH:45]=[CH:44][CH:43]=1)=[O:39]. The catalyst is C1COCC1.C(Cl)Cl.O. The product is [Si:2]([O:19][CH2:20][CH2:21]/[CH:22]=[CH:23]/[C@@H:24]([NH:29][C:38](=[O:39])[O:40][CH2:41][C:42]1[CH:47]=[CH:46][CH:45]=[CH:44][CH:43]=1)[CH2:25][CH:26]([CH3:27])[CH3:28])([C:15]([CH3:17])([CH3:18])[CH3:16])([C:9]1[CH:10]=[CH:11][CH:12]=[CH:13][CH:14]=1)[C:3]1[CH:4]=[CH:5][CH:6]=[CH:7][CH:8]=1. The yield is 0.720. (5) The reactants are [F:1][C:2]1[CH:31]=[CH:30][C:5]([CH2:6][NH:7][C:8]([C:10]2[N:11]=[C:12]3[CH:28]=[CH:27][C:26](I)=[CH:25][N:13]3[C:14](=[O:24])[C:15]=2[O:16][CH2:17][C:18]2[CH:23]=[CH:22][CH:21]=[CH:20][CH:19]=2)=[O:9])=[CH:4][CH:3]=1.[S:32]1(=[O:38])(=[O:37])[CH2:36][CH2:35][CH2:34][NH:33]1.C(=O)([O-])[O-].[K+].[K+].Cl. The catalyst is CN(C=O)C.[Cu]I. The product is [F:1][C:2]1[CH:31]=[CH:30][C:5]([CH2:6][NH:7][C:8]([C:10]2[N:11]=[C:12]3[CH:28]=[CH:27][C:26]([N:33]4[CH2:34][CH2:35][CH2:36][S:32]4(=[O:38])=[O:37])=[CH:25][N:13]3[C:14](=[O:24])[C:15]=2[O:16][CH2:17][C:18]2[CH:23]=[CH:22][CH:21]=[CH:20][CH:19]=2)=[O:9])=[CH:4][CH:3]=1. The yield is 0.950. (6) The reactants are [CH3:1][O:2][C:3](=[O:25])[C:4]1[CH:9]=[CH:8][C:7]([S:10](=[O:23])(=[O:22])[NH:11][C:12]2[CH:13]=[CH:14][CH:15]=[C:16]3[C:21]=2[N:20]=[CH:19][CH:18]=[CH:17]3)=[C:6](N)[CH:5]=1.N(OC(C)(C)C)=O.CC(O)=O. The catalyst is C1COCC1. The product is [CH3:1][O:2][C:3]([C:4]1[CH:9]=[C:8]2[C:7]([S:10](=[O:22])(=[O:23])[NH:11][C:12]3[C:13]2=[CH:14][CH:15]=[C:16]2[C:21]=3[N:20]=[CH:19][CH:18]=[CH:17]2)=[CH:6][CH:5]=1)=[O:25]. The yield is 0.180. (7) The reactants are C[O:2][C:3](=O)[CH2:4][N:5]([CH3:19])[C:6]1[C:15]([N+:16]([O-])=O)=[CH:14][C:9]([C:10]([O:12][CH3:13])=[O:11])=[CH:8][N:7]=1.P(OC1C=CC=CC=1)(OC1C=CC=CC=1)OC1C=CC=CC=1.[H][H]. The catalyst is ClCCl.[NH4+].[O-][V](=O)=O.[Pt]. The product is [CH3:19][N:5]1[CH2:4][C:3](=[O:2])[NH:16][C:15]2[CH:14]=[C:9]([C:10]([O:12][CH3:13])=[O:11])[CH:8]=[N:7][C:6]1=2. The yield is 0.680. (8) The reactants are Cl[C:2]1[N:7]=[C:6]([N:8]2[CH2:13][CH2:12][O:11][CH2:10][CH2:9]2)[N:5]=[C:4]([N:14]2[CH:19]3[CH2:20][CH2:21][CH:15]2[CH2:16][O:17][CH2:18]3)[N:3]=1.[NH2:22][C:23]1[CH:28]=[CH:27][C:26](B2OC(C)(C)C(C)(C)O2)=[CH:25][CH:24]=1.C([O-])([O-])=O.[Na+].[Na+]. The catalyst is C1C=CC([P]([Pd]([P](C2C=CC=CC=2)(C2C=CC=CC=2)C2C=CC=CC=2)([P](C2C=CC=CC=2)(C2C=CC=CC=2)C2C=CC=CC=2)[P](C2C=CC=CC=2)(C2C=CC=CC=2)C2C=CC=CC=2)(C2C=CC=CC=2)C2C=CC=CC=2)=CC=1.COCCOC. The product is [N:8]1([C:6]2[N:5]=[C:4]([N:14]3[CH:19]4[CH2:20][CH2:21][CH:15]3[CH2:16][O:17][CH2:18]4)[N:3]=[C:2]([C:26]3[CH:27]=[CH:28][C:23]([NH2:22])=[CH:24][CH:25]=3)[N:7]=2)[CH2:13][CH2:12][O:11][CH2:10][CH2:9]1. The yield is 0.760. (9) The reactants are Br[C:2]1[CH:7]=[CH:6][CH:5]=[C:4]([Br:8])[N:3]=1.[F:9][C:10]([C:13]1[CH:18]=[CH:17][N:16]2[C:19]([Sn](CCCC)(CCCC)CCCC)=[CH:20][N:21]=[C:15]2[N:14]=1)([CH3:12])[CH3:11]. No catalyst specified. The product is [Br:8][C:4]1[N:3]=[C:2]([C:19]2[N:16]3[CH:17]=[CH:18][C:13]([C:10]([F:9])([CH3:11])[CH3:12])=[N:14][C:15]3=[N:21][CH:20]=2)[CH:7]=[CH:6][CH:5]=1. The yield is 0.680.